This data is from Peptide-MHC class II binding affinity with 134,281 pairs from IEDB. The task is: Regression. Given a peptide amino acid sequence and an MHC pseudo amino acid sequence, predict their binding affinity value. This is MHC class II binding data. (1) The peptide sequence is PNESYKKQVTIRIGC. The MHC is DRB1_1101 with pseudo-sequence DRB1_1101. The binding affinity (normalized) is 0.517. (2) The peptide sequence is KHLAVLVKYEGDTMA. The MHC is HLA-DPA10103-DPB10301 with pseudo-sequence HLA-DPA10103-DPB10301. The binding affinity (normalized) is 0.00838. (3) The peptide sequence is KEADYSQIPISINYR. The MHC is DRB1_1602 with pseudo-sequence DRB1_1602. The binding affinity (normalized) is 0.144. (4) The peptide sequence is MSSKFPELGMNASHC. The MHC is HLA-DPA10301-DPB10402 with pseudo-sequence HLA-DPA10301-DPB10402. The binding affinity (normalized) is 0.0786.